The task is: Predict the product of the given reaction.. This data is from Forward reaction prediction with 1.9M reactions from USPTO patents (1976-2016). (1) Given the reactants [NH:1]1[C:5]2[CH:6]=[CH:7][C:8]([C:10]([OH:12])=O)=[CH:9][C:4]=2[N:3]=[CH:2]1.[F:13][C:14]1[C:19]2[C@@H:20]3[C@H:25]([CH2:26][CH2:27][C:18]=2[CH:17]=[CH:16][CH:15]=1)[NH:24][CH2:23][CH2:22][CH2:21]3, predict the reaction product. The product is: [NH:1]1[C:5]2[CH:6]=[CH:7][C:8]([C:10]([N:24]3[C@@H:25]4[C@@H:20]([C:19]5[C:14]([F:13])=[CH:15][CH:16]=[CH:17][C:18]=5[CH2:27][CH2:26]4)[CH2:21][CH2:22][CH2:23]3)=[O:12])=[CH:9][C:4]=2[N:3]=[CH:2]1. (2) Given the reactants [OH-].[Na+].[O:3]1[C:7]2=[CH:8][C:9]3[CH2:10][CH2:11][CH2:12][N:13]([C:16]4[C:17]([C:30]5[CH:35]=[CH:34][C:33]([F:36])=[CH:32][CH:31]=5)=[N:18][C:19]5[C:24]([N:25]=4)=[CH:23][C:22]([C:26]([O:28]C)=[O:27])=[CH:21][CH:20]=5)[C:14]=3[CH:15]=[C:6]2[O:5][CH2:4]1, predict the reaction product. The product is: [O:3]1[C:7]2=[CH:8][C:9]3[CH2:10][CH2:11][CH2:12][N:13]([C:16]4[C:17]([C:30]5[CH:31]=[CH:32][C:33]([F:36])=[CH:34][CH:35]=5)=[N:18][C:19]5[C:24]([N:25]=4)=[CH:23][C:22]([C:26]([OH:28])=[O:27])=[CH:21][CH:20]=5)[C:14]=3[CH:15]=[C:6]2[O:5][CH2:4]1. (3) Given the reactants Br[C:2]1[C:7](=[O:8])[N:6]([CH2:9][C:10]2[CH:15]=[CH:14][C:13]([C:16]3[C:17]([C:22]#[N:23])=[CH:18][CH:19]=[CH:20][CH:21]=3)=[CH:12][CH:11]=2)[C:5]([CH2:24][CH2:25][CH2:26][CH3:27])=[N:4][C:3]=1[CH3:28].[CH3:29][C:30]1([CH3:42])[CH2:34][C:33]2[CH:35]=[C:36](B(O)O)[CH:37]=[CH:38][C:32]=2[O:31]1.C(=O)([O-])[O-].[Cs+].[Cs+], predict the reaction product. The product is: [CH2:24]([C:5]1[N:6]([CH2:9][C:10]2[CH:15]=[CH:14][C:13]([C:16]3[C:17]([C:22]#[N:23])=[CH:18][CH:19]=[CH:20][CH:21]=3)=[CH:12][CH:11]=2)[C:7](=[O:8])[C:2]([C:36]2[CH:37]=[CH:38][C:32]3[O:31][C:30]([CH3:29])([CH3:42])[CH2:34][C:33]=3[CH:35]=2)=[C:3]([CH3:28])[N:4]=1)[CH2:25][CH2:26][CH3:27]. (4) The product is: [CH3:1][O:2][C:3]1[C:8]([C:9]2[N:17]=[C:16]([CH2:15][CH3:14])[O:11][N:10]=2)=[C:7]([O:12][CH3:13])[N:6]=[CH:5][N:4]=1. Given the reactants [CH3:1][O:2][C:3]1[C:8]([CH:9]=[N:10][OH:11])=[C:7]([O:12][CH3:13])[N:6]=[CH:5][N:4]=1.[CH3:14][CH2:15][C:16]#[N:17], predict the reaction product. (5) Given the reactants [C:1]1([CH2:7][C:8]([NH:10][C@@H:11]2[C:35](=[O:36])[N:13]3[C:14]([C:19]([O:21][CH:22]([C:29]4[CH:34]=[CH:33][CH:32]=[CH:31][CH:30]=4)[C:23]4[CH:28]=[CH:27][CH:26]=[CH:25][CH:24]=4)=[O:20])=[C:15]([OH:18])[CH2:16][S:17][C@H:12]23)=[O:9])[CH:6]=[CH:5][CH:4]=[CH:3][CH:2]=1.C(N(C(C)C)C(C)C)C.[CH3:46][S:47](Cl)(=[O:49])=[O:48].O, predict the reaction product. The product is: [C:1]1([CH2:7][C:8]([NH:10][C@@H:11]2[C:35](=[O:36])[N:13]3[C:14]([C:19]([O:21][CH:22]([C:23]4[CH:24]=[CH:25][CH:26]=[CH:27][CH:28]=4)[C:29]4[CH:34]=[CH:33][CH:32]=[CH:31][CH:30]=4)=[O:20])=[C:15]([O:18][S:47]([CH3:46])(=[O:49])=[O:48])[CH2:16][S:17][C@H:12]23)=[O:9])[CH:6]=[CH:5][CH:4]=[CH:3][CH:2]=1.